This data is from Full USPTO retrosynthesis dataset with 1.9M reactions from patents (1976-2016). The task is: Predict the reactants needed to synthesize the given product. (1) Given the product [C:1]([O:12][CH2:18][CH2:17][CH2:16][CH2:15][N:14]([CH3:20])[CH3:13])(=[O:11])/[CH:2]=[CH:3]/[CH2:4][CH2:5][CH2:6][CH2:7][CH2:8][CH2:9][CH3:10], predict the reactants needed to synthesize it. The reactants are: [C:1]([OH:12])(=[O:11])/[CH:2]=[CH:3]/[CH2:4][CH2:5][CH2:6][CH2:7][CH2:8][CH2:9][CH3:10].[CH3:13][N:14]([CH3:20])[CH2:15][CH2:16][CH2:17][CH2:18]O. (2) Given the product [C:18]([O:21][C:22]([N:4]1[CH2:5][CH2:6][N:1]([C:7]2[CH:8]=[CH:9][CH:10]=[C:11]3[C:16]=2[CH:15]=[N:14][CH:13]=[CH:12]3)[CH2:2][CH2:3]1)=[O:23])([CH3:20])([CH3:19])[CH3:17], predict the reactants needed to synthesize it. The reactants are: [N:1]1([C:7]2[CH:8]=[CH:9][CH:10]=[C:11]3[C:16]=2[CH:15]=[N:14][CH:13]=[CH:12]3)[CH2:6][CH2:5][NH:4][CH2:3][CH2:2]1.[CH3:17][C:18]([O:21][C:22](O[C:22]([O:21][C:18]([CH3:20])([CH3:19])[CH3:17])=[O:23])=[O:23])([CH3:20])[CH3:19].